From a dataset of Catalyst prediction with 721,799 reactions and 888 catalyst types from USPTO. Predict which catalyst facilitates the given reaction. (1) Reactant: [CH:1]1([CH:6]([N:10]2[CH:14]=[C:13]([C:15]3[C:16]4[CH:23]=[CH:22][N:21](COCC[Si](C)(C)C)[C:17]=4[N:18]=[CH:19][N:20]=3)[CH:12]=[N:11]2)[CH2:7][C:8]#[CH:9])[CH2:5][CH2:4][CH2:3][CH2:2]1. Product: [CH:1]1([CH:6]([N:10]2[CH:14]=[C:13]([C:15]3[C:16]4[CH:23]=[CH:22][NH:21][C:17]=4[N:18]=[CH:19][N:20]=3)[CH:12]=[N:11]2)[CH2:7][C:8]#[CH:9])[CH2:5][CH2:4][CH2:3][CH2:2]1. The catalyst class is: 157. (2) Reactant: [CH3:1][C:2]1[CH:7]=[C:6]([N+]([O-])=O)[CH:5]=[CH:4][N+:3]=1[O-:11].C[O-].[Na+].C[CH2:16][O:17]C(C)=O. Product: [CH3:16][O:17][C:6]1[CH:5]=[CH:4][N+:3]([O-:11])=[C:2]([CH3:1])[CH:7]=1. The catalyst class is: 5. (3) Reactant: [NH:1]1[CH2:6][CH2:5][CH:4]([C:7]2([C:12]3[N:16]4[CH2:17][CH2:18][CH2:19][CH2:20][CH2:21][CH2:22][C:15]4=[N:14][N:13]=3)[CH2:11][CH2:10][CH2:9][CH2:8]2)[CH2:3][CH2:2]1.[CH3:23][S:24](Cl)(=[O:26])=[O:25].N1C=CC=CC=1. Product: [CH3:23][S:24]([N:1]1[CH2:6][CH2:5][CH:4]([C:7]2([C:12]3[N:16]4[CH2:17][CH2:18][CH2:19][CH2:20][CH2:21][CH2:22][C:15]4=[N:14][N:13]=3)[CH2:8][CH2:9][CH2:10][CH2:11]2)[CH2:3][CH2:2]1)(=[O:26])=[O:25]. The catalyst class is: 754. (4) Reactant: [BH4-].[Na+].[N+:3]([C:6]1[CH:7]=[C:8]([CH:12]=[C:13]([N+:15]([O-:17])=[O:16])[CH:14]=1)[C:9](O)=[O:10])([O-:5])=[O:4].B(F)(F)F.CCOCC. Product: [N+:3]([C:6]1[CH:7]=[C:8]([CH2:9][OH:10])[CH:12]=[C:13]([N+:15]([O-:17])=[O:16])[CH:14]=1)([O-:5])=[O:4]. The catalyst class is: 1. (5) Reactant: [NH2:1][C:2]1[C:19]([NH2:20])=[CH:18][C:5]([C:6]([NH:8][C:9]2[CH:17]=[C:16]3[C:12]([CH:13]=[N:14][NH:15]3)=[CH:11][CH:10]=2)=[O:7])=[C:4]([Cl:21])[CH:3]=1.N([C@H]1C[C@H]2C[C@@H]1CC2)=[C:23]=S. Product: [NH:15]1[C:16]2[C:12](=[CH:11][CH:10]=[C:9]([NH:8][C:6]([C:5]3[C:4]([Cl:21])=[CH:3][C:2]4[NH:1][CH:23]=[N:20][C:19]=4[CH:18]=3)=[O:7])[CH:17]=2)[CH:13]=[N:14]1. The catalyst class is: 344. (6) The catalyst class is: 3. Reactant: [H-].[Na+].[Cl:3][C:4]1[CH:5]=[C:6]([CH:21]=[CH:22][CH:23]=1)[CH2:7][O:8][C:9]1[CH:18]=[C:17]2[C:12]([CH:13]=[C:14]([CH2:19][OH:20])[CH:15]=[N:16]2)=[CH:11][CH:10]=1.[CH3:24]I. Product: [Cl:3][C:4]1[CH:5]=[C:6]([CH:21]=[CH:22][CH:23]=1)[CH2:7][O:8][C:9]1[CH:18]=[C:17]2[C:12]([CH:13]=[C:14]([CH2:19][O:20][CH3:24])[CH:15]=[N:16]2)=[CH:11][CH:10]=1. (7) Reactant: [Cl:1][C:2]1[CH:28]=[CH:27][C:5]([CH2:6][C:7]2[N:11]=[C:10]([O:12][C:13]3[C:18]([CH3:19])=[CH:17][C:16]([N:20]=[CH:21][N:22]([CH2:24][CH3:25])[CH3:23])=[C:15]([CH3:26])[CH:14]=3)[S:9][N:8]=2)=[CH:4][CH:3]=1.Cl.O1CCOCC1. Product: [ClH:1].[Cl:1][C:2]1[CH:3]=[CH:4][C:5]([CH2:6][C:7]2[N:11]=[C:10]([O:12][C:13]3[C:18]([CH3:19])=[CH:17][C:16]([N:20]=[CH:21][N:22]([CH2:24][CH3:25])[CH3:23])=[C:15]([CH3:26])[CH:14]=3)[S:9][N:8]=2)=[CH:27][CH:28]=1. The catalyst class is: 27. (8) Reactant: [NH:1]1[CH:5]=[C:4]([C:6]([O:8][CH2:9][CH3:10])=[O:7])[N:3]=[CH:2]1.[CH:11]1(B(O)O)[CH2:13][CH2:12]1.C(=O)([O-])[O-].[Na+].[Na+].N1C=CC(C2C=CN=CC=2)=CC=1. Product: [CH:11]1([N:1]2[CH:5]=[C:4]([C:6]([O:8][CH2:9][CH3:10])=[O:7])[N:3]=[CH:2]2)[CH2:13][CH2:12]1. The catalyst class is: 26. (9) Product: [Cl-:43].[NH2:7][CH2:8][CH2:9][CH2:10][N:11]([CH:21]([C:24]1[N:25]([CH2:35][C:36]2[CH:37]=[CH:38][CH:39]=[CH:40][CH:41]=2)[C:26](=[O:34])[C:27]2[C:32]([CH3:33])=[N:31][S:30][C:28]=2[N:29]=1)[CH2:22][CH3:23])[C:12](=[O:20])[C:13]1[CH:18]=[CH:17][C:16]([CH3:19])=[CH:15][CH:14]=1. The catalyst class is: 28. Reactant: C(OC(=O)[NH:7][CH2:8][CH2:9][CH2:10][N:11]([CH:21]([C:24]1[N:25]([CH2:35][C:36]2[CH:41]=[CH:40][CH:39]=[CH:38][CH:37]=2)[C:26](=[O:34])[C:27]2[C:32]([CH3:33])=[N:31][S:30][C:28]=2[N:29]=1)[CH2:22][CH3:23])[C:12](=[O:20])[C:13]1[CH:18]=[CH:17][C:16]([CH3:19])=[CH:15][CH:14]=1)(C)(C)C.[ClH:43].